From a dataset of Full USPTO retrosynthesis dataset with 1.9M reactions from patents (1976-2016). Predict the reactants needed to synthesize the given product. (1) Given the product [O:14]1[CH2:19][CH2:18][N:17]([C:20]2[CH:25]=[CH:24][C:23]([C:2]3[C:10]4[C:5](=[CH:6][CH:7]=[C:8]([C:11]([OH:13])=[O:12])[CH:9]=4)[NH:4][N:3]=3)=[CH:22][CH:21]=2)[CH2:16][CH2:15]1, predict the reactants needed to synthesize it. The reactants are: I[C:2]1[C:10]2[C:5](=[CH:6][CH:7]=[C:8]([C:11]([OH:13])=[O:12])[CH:9]=2)[NH:4][N:3]=1.[O:14]1[CH2:19][CH2:18][N:17]([C:20]2[CH:25]=[CH:24][C:23](B(O)O)=[CH:22][CH:21]=2)[CH2:16][CH2:15]1.[O-]P([O-])([O-])=O.[K+].[K+].[K+]. (2) Given the product [F:1][C:2]1[CH:7]=[CH:6][C:5]([N:8]2[C:13](=[O:14])[C:12]([O:15][CH3:16])=[C:11]([C:23]3[CH:24]=[CH:25][C:20]([S:19][CH3:18])=[CH:21][CH:22]=3)[CH:10]=[N:9]2)=[CH:4][CH:3]=1, predict the reactants needed to synthesize it. The reactants are: [F:1][C:2]1[CH:7]=[CH:6][C:5]([N:8]2[C:13](=[O:14])[C:12]([O:15][CH3:16])=[C:11](Br)[CH:10]=[N:9]2)=[CH:4][CH:3]=1.[CH3:18][S:19][C:20]1[CH:25]=[CH:24][C:23](B(O)O)=[CH:22][CH:21]=1. (3) Given the product [CH3:1][O:2][C:3]([C:5]1[S:6][C:7]([C:26]2[CH2:31][CH2:30][CH2:29][CH2:28][CH:27]=2)=[CH:8][C:9]=1[N:10]([CH:11]1[CH2:16][CH2:15][N:14]([C:39](=[O:43])[CH:40]([CH3:42])[CH3:41])[CH2:13][CH2:12]1)[C:17]([C@H:19]1[CH2:24][CH2:23][C@H:22]([CH3:25])[CH2:21][CH2:20]1)=[O:18])=[O:4], predict the reactants needed to synthesize it. The reactants are: [CH3:1][O:2][C:3]([C:5]1[S:6][C:7]([C:26]2[CH2:31][CH2:30][CH2:29][CH2:28][CH:27]=2)=[CH:8][C:9]=1[N:10]([C:17]([C@H:19]1[CH2:24][CH2:23][C@H:22]([CH3:25])[CH2:21][CH2:20]1)=[O:18])[CH:11]1[CH2:16][CH2:15][NH:14][CH2:13][CH2:12]1)=[O:4].C(N(CC)CC)C.[C:39](Cl)(=[O:43])[CH:40]([CH3:42])[CH3:41]. (4) Given the product [F:19][C:17]1[CH:18]=[C:13]([CH:14]=[C:15]([F:20])[CH:16]=1)[CH2:12][O:10][C:6]1[CH:5]=[C:4]([NH2:1])[CH:9]=[CH:8][CH:7]=1, predict the reactants needed to synthesize it. The reactants are: [N+:1]([C:4]1[CH:5]=[C:6]([OH:10])[CH:7]=[CH:8][CH:9]=1)([O-])=O.Br[CH2:12][C:13]1[CH:18]=[C:17]([F:19])[CH:16]=[C:15]([F:20])[CH:14]=1.BrCC1C=CC=C(F)C=1. (5) Given the product [CH:35]1([C:32]([OH:34])([CH3:33])[CH2:31][NH:30][C:3](=[O:12])[C:4]2[CH:9]=[C:8]([C:24]3[CH:25]=[CH:26][C:21]([F:20])=[CH:22][CH:23]=3)[C:7]([N:18]([CH2:17][CH:14]3[CH2:16][CH2:15]3)[CH3:19])=[N:6][CH:5]=2)[CH2:37][CH2:36]1, predict the reactants needed to synthesize it. The reactants are: CO[C:3](=[O:12])[C:4]1[CH:9]=[C:8](Br)[C:7](Cl)=[N:6][CH:5]=1.Cl.[CH:14]1([CH2:17][NH:18][CH3:19])[CH2:16][CH2:15]1.[F:20][C:21]1[CH:26]=[CH:25][C:24](B(O)O)=[CH:23][CH:22]=1.[NH2:30][CH2:31][C:32]([CH:35]1[CH2:37][CH2:36]1)([OH:34])[CH3:33]. (6) Given the product [C:22]([O:21][C:19]([N:16]1[CH2:17][CH2:18][N:13]([C:5]2[C:4]3[C:9](=[CH:10][C:11]([Cl:12])=[C:2]([Br:1])[CH:3]=3)[N:8]=[CH:7][N:6]=2)[CH2:14][CH:15]1[C:26]([OH:28])=[O:27])=[O:20])([CH3:25])([CH3:23])[CH3:24], predict the reactants needed to synthesize it. The reactants are: [Br:1][C:2]1[CH:3]=[C:4]2[C:9](=[CH:10][C:11]=1[Cl:12])[N:8]=[CH:7][N:6]=[C:5]2[N:13]1[CH2:18][CH2:17][N:16]([C:19]([O:21][C:22]([CH3:25])([CH3:24])[CH3:23])=[O:20])[CH:15]([C:26]([O:28]C)=[O:27])[CH2:14]1.O[Li].O. (7) The reactants are: [CH2:1]([Li])CCC.[Si:6]([O:13][CH2:14][CH:15]([CH2:18][CH3:19])[CH:16]=O)([C:9]([CH3:12])([CH3:11])[CH3:10])([CH3:8])[CH3:7]. Given the product [C:9]([Si:6]([O:13][CH2:14][CH:15]([CH2:18][CH3:19])[CH:16]=[CH2:1])([CH3:8])[CH3:7])([CH3:12])([CH3:11])[CH3:10], predict the reactants needed to synthesize it. (8) Given the product [C:1]([O:5][C:6](=[O:16])[NH:7][C@H:8]([CH3:9])[C:10](=[O:15])[CH2:17][C:18]1[CH:23]=[CH:22][CH:21]=[CH:20][CH:19]=1)([CH3:2])([CH3:3])[CH3:4], predict the reactants needed to synthesize it. The reactants are: [C:1]([O:5][C:6](=[O:16])[NH:7][C@@H:8]([C:10](=[O:15])N(OC)C)[CH3:9])([CH3:4])([CH3:3])[CH3:2].[CH2:17]([Mg]Cl)[C:18]1[CH:23]=[CH:22][CH:21]=[CH:20][CH:19]=1. (9) Given the product [CH:1]([C:3]([OH:20])=[C:4]=[CH:5][C:6]1[CH:7]=[CH:8][C:9]([OH:12])=[CH:10][CH:11]=1)=[CH2:2].[C:21]([O:24][CH:25]=[CH2:26])(=[O:23])[CH3:22], predict the reactants needed to synthesize it. The reactants are: [CH:1]([C:3]([OH:20])=[C:4]=[CH:5][C:6]1[CH:11]=[CH:10][C:9]([O:12]C(OC(C)(C)C)=O)=[CH:8][CH:7]=1)=[CH2:2].[C:21]([O:24][CH:25]=[CH2:26])(=[O:23])[CH3:22].OC1C=CC(C=O)=CC=1.